Task: Regression. Given a peptide amino acid sequence and an MHC pseudo amino acid sequence, predict their binding affinity value. This is MHC class I binding data.. Dataset: Peptide-MHC class I binding affinity with 185,985 pairs from IEDB/IMGT (1) The binding affinity (normalized) is 0.0403. The MHC is Patr-B0101 with pseudo-sequence Patr-B0101. The peptide sequence is VAIKSLTERL. (2) The peptide sequence is QVFKGVVIR. The MHC is HLA-B48:01 with pseudo-sequence HLA-B48:01. The binding affinity (normalized) is 0.0847. (3) The peptide sequence is HSKKKCDDL. The MHC is HLA-B07:02 with pseudo-sequence HLA-B07:02. The binding affinity (normalized) is 0. (4) The peptide sequence is AASPMLYQL. The MHC is HLA-A24:02 with pseudo-sequence HLA-A24:02. The binding affinity (normalized) is 0.319. (5) The binding affinity (normalized) is 0.0847. The peptide sequence is FVRQCFNPM. The MHC is HLA-A01:01 with pseudo-sequence HLA-A01:01.